From a dataset of Peptide-MHC class II binding affinity with 134,281 pairs from IEDB. Regression. Given a peptide amino acid sequence and an MHC pseudo amino acid sequence, predict their binding affinity value. This is MHC class II binding data. (1) The peptide sequence is LDYKECEWPLTHTIG. The MHC is HLA-DQA10201-DQB10303 with pseudo-sequence HLA-DQA10201-DQB10303. The binding affinity (normalized) is 0.451. (2) The peptide sequence is DAYVATLTEALRVIA. The MHC is HLA-DQA10101-DQB10501 with pseudo-sequence HLA-DQA10101-DQB10501. The binding affinity (normalized) is 0. (3) The MHC is DRB1_0401 with pseudo-sequence DRB1_0401. The peptide sequence is GELQIVDKIDAAFYI. The binding affinity (normalized) is 0.534. (4) The peptide sequence is TNSHNDDALLKNYGL. The MHC is DRB1_1501 with pseudo-sequence DRB1_1501. The binding affinity (normalized) is 0.548. (5) The peptide sequence is AFILDPDNLFPKV. The MHC is DRB1_0401 with pseudo-sequence DRB1_0401. The binding affinity (normalized) is 0.686. (6) The peptide sequence is INEPTAAAIAYGLDR. The MHC is DRB1_0405 with pseudo-sequence DRB1_0405. The binding affinity (normalized) is 0. (7) The peptide sequence is TEDQAMEDIKQMEAE. The MHC is HLA-DQA10301-DQB10302 with pseudo-sequence HLA-DQA10301-DQB10302. The binding affinity (normalized) is 0.435. (8) The MHC is DRB1_1201 with pseudo-sequence DRB1_1201. The peptide sequence is EWATPFPHRKGVLFN. The binding affinity (normalized) is 0.252. (9) The peptide sequence is KNPVVDGNPTVDIEEHHHHHH. The MHC is DRB4_0103 with pseudo-sequence DRB4_0103. The binding affinity (normalized) is 0.